This data is from Full USPTO retrosynthesis dataset with 1.9M reactions from patents (1976-2016). The task is: Predict the reactants needed to synthesize the given product. (1) Given the product [N+:1]([C:4]1[CH:5]=[N:6][C:7]2[C:12]([C:13]=1[Cl:17])=[CH:11][CH:10]=[CH:9][CH:8]=2)([O-:3])=[O:2], predict the reactants needed to synthesize it. The reactants are: [N+:1]([C:4]1[CH:5]=[N:6][C:7]2[C:12]([C:13]=1O)=[CH:11][CH:10]=[CH:9][CH:8]=2)([O-:3])=[O:2].P(Cl)(Cl)([Cl:17])=O. (2) Given the product [C:1]([N:8]1[CH2:15][C@@H:14]([N:16]([CH:24]2[CH2:29][CH2:28][C:27]([CH3:31])([CH3:30])[CH2:26][CH2:25]2)[C:17]([C@@H:19]2[CH2:23][CH2:22][CH2:21][O:20]2)=[O:18])[CH2:13][C@H:9]1[C:10]([N:33]([CH2:34][CH3:35])[CH3:32])=[O:12])([O:3][C:4]([CH3:7])([CH3:5])[CH3:6])=[O:2], predict the reactants needed to synthesize it. The reactants are: [C:1]([N:8]1[CH2:15][C@@H:14]([N:16]([CH:24]2[CH2:29][CH2:28][C:27]([CH3:31])([CH3:30])[CH2:26][CH2:25]2)[C:17]([C@@H:19]2[CH2:23][CH2:22][CH2:21][O:20]2)=[O:18])[CH2:13][C@H:9]1[C:10]([OH:12])=O)([O:3][C:4]([CH3:7])([CH3:6])[CH3:5])=[O:2].[CH3:32][NH:33][CH2:34][CH3:35]. (3) Given the product [NH2:1][C:2]1[CH:10]=[C:9]([CH3:11])[CH:8]=[CH:7][C:3]=1[C:4]([NH:25][CH:26]1[CH2:31][CH2:30][C:29](=[O:32])[NH:28][C:27]1=[O:33])=[O:6], predict the reactants needed to synthesize it. The reactants are: [NH2:1][C:2]1[CH:10]=[C:9]([CH3:11])[CH:8]=[CH:7][C:3]=1[C:4]([OH:6])=O.C1N=CN(C(N2C=NC=C2)=O)C=1.Cl.[NH2:25][CH:26]1[CH2:31][CH2:30][C:29](=[O:32])[NH:28][C:27]1=[O:33].C(=O)([O-])O.[Na+]. (4) Given the product [Cl:1][C:2]1[CH:3]=[C:4]([CH2:8][C:9]([C:31]2[CH:32]=[CH:33][N:29]([S:26]([C:20]3[CH:25]=[CH:24][CH:23]=[CH:22][CH:21]=3)(=[O:28])=[O:27])[CH:30]=2)=[O:11])[CH:5]=[CH:6][CH:7]=1, predict the reactants needed to synthesize it. The reactants are: [Cl:1][C:2]1[CH:3]=[C:4]([CH2:8][C:9]([OH:11])=O)[CH:5]=[CH:6][CH:7]=1.S(Cl)(Cl)=O.[Cl-].[Al+3].[Cl-].[Cl-].[C:20]1([S:26]([N:29]2[CH:33]=[CH:32][CH:31]=[CH:30]2)(=[O:28])=[O:27])[CH:25]=[CH:24][CH:23]=[CH:22][CH:21]=1.